Dataset: Forward reaction prediction with 1.9M reactions from USPTO patents (1976-2016). Task: Predict the product of the given reaction. (1) Given the reactants [CH3:1][O:2][C:3]1[C:12]([CH3:13])=[CH:11][CH:10]=[C:9]2[C:4]=1[CH2:5][C@@H:6]([CH:18]1[CH2:23][CH2:22][NH:21][CH2:20][CH2:19]1)[O:7][C@H:8]2[CH2:14][NH:15][CH:16]=[O:17].[CH:24](=O)[C:25]1[CH:30]=[CH:29][CH:28]=[CH:27][CH:26]=1.ClC(Cl)C.C(O[BH-](OC(=O)C)OC(=O)C)(=O)C.[Na+].[OH-].[Na+], predict the reaction product. The product is: [CH2:24]([N:21]1[CH2:20][CH2:19][CH:18]([C@@H:6]2[CH2:5][C:4]3[C:9](=[CH:10][CH:11]=[C:12]([CH3:13])[C:3]=3[O:2][CH3:1])[C@H:8]([CH2:14][NH:15][CH:16]=[O:17])[O:7]2)[CH2:23][CH2:22]1)[C:25]1[CH:30]=[CH:29][CH:28]=[CH:27][CH:26]=1. (2) Given the reactants C(OC([N:8]1[CH2:12][CH2:11][CH2:10][C@H:9]1[C:13]1[NH:14][CH:15]=[C:16]([C:18]2[CH:23]=[CH:22][C:21]([CH:24]3[N:28]([C:29]4[CH:34]=[CH:33][C:32]([F:35])=[CH:31][CH:30]=4)[CH:27]([C:36]4[CH:41]=[CH:40][C:39]([NH:42][C:43]([C@@H:45]5[CH2:49][CH2:48][CH2:47][N:46]5C(OC(C)(C)C)=O)=[O:44])=[CH:38][CH:37]=4)[CH2:26][CH2:25]3)=[CH:20][CH:19]=2)[N:17]=1)=O)(C)(C)C.[ClH:57], predict the reaction product. The product is: [ClH:57].[F:35][C:32]1[CH:33]=[CH:34][C:29]([N:28]2[CH:24]([C:21]3[CH:20]=[CH:19][C:18]([C:16]4[N:17]=[C:13]([C@@H:9]5[CH2:10][CH2:11][CH2:12][NH:8]5)[NH:14][CH:15]=4)=[CH:23][CH:22]=3)[CH2:25][CH2:26][CH:27]2[C:36]2[CH:41]=[CH:40][C:39]([NH:42][C:43]([C@@H:45]3[CH2:49][CH2:48][CH2:47][NH:46]3)=[O:44])=[CH:38][CH:37]=2)=[CH:30][CH:31]=1.